From a dataset of Forward reaction prediction with 1.9M reactions from USPTO patents (1976-2016). Predict the product of the given reaction. (1) Given the reactants [F:1][C:2]1[CH:7]=[CH:6][C:5]([CH2:8][O:9][C:10]2[CH:26]=[CH:25][C:24]([C:27]3[CH:28]=[N:29][N:30]([CH3:32])[CH:31]=3)=[CH:23][C:11]=2[C:12]([O:14]CC2C=CC(F)=CC=2)=[O:13])=[CH:4][CH:3]=1.[Li+].[OH-], predict the reaction product. The product is: [F:1][C:2]1[CH:7]=[CH:6][C:5]([CH2:8][O:9][C:10]2[CH:26]=[CH:25][C:24]([C:27]3[CH:28]=[N:29][N:30]([CH3:32])[CH:31]=3)=[CH:23][C:11]=2[C:12]([OH:14])=[O:13])=[CH:4][CH:3]=1. (2) Given the reactants [Cl:1][C:2]1[CH:3]=[C:4]([N:9]2[C:14](=[O:15])[CH:13]=[C:12]([O:16][CH:17]3[CH2:22][CH2:21][N:20]([C:23]([O:25][C:26]([CH3:29])([CH3:28])[CH3:27])=[O:24])[CH2:19][CH2:18]3)[C:11]([NH:30]C(OCC[Si](C)(C)C)=O)=[N:10]2)[CH:5]=[CH:6][C:7]=1[Cl:8].CCCC[N+](CCCC)(CCCC)CCCC.[F-], predict the reaction product. The product is: [NH2:30][C:11]1[C:12]([O:16][CH:17]2[CH2:22][CH2:21][N:20]([C:23]([O:25][C:26]([CH3:29])([CH3:28])[CH3:27])=[O:24])[CH2:19][CH2:18]2)=[CH:13][C:14](=[O:15])[N:9]([C:4]2[CH:5]=[CH:6][C:7]([Cl:8])=[C:2]([Cl:1])[CH:3]=2)[N:10]=1. (3) Given the reactants [O:1]=[C:2]1[N:11]([C:12]2[CH:17]=[CH:16][CH:15]=[C:14]([C:18]([F:21])([F:20])[F:19])[CH:13]=2)[C:10]2[C:5](=[CH:6][CH:7]=[CH:8][CH:9]=2)[N:4]=[C:3]1[C:22]([OH:24])=O.CN(C(ON1N=NC2C=CC=NC1=2)=[N+](C)C)C.F[P-](F)(F)(F)(F)F.C1C=NC2N(O)N=NC=2C=1.CCN(C(C)C)C(C)C.[Cl:68][C:69]1[CH:76]=[CH:75][C:72]([CH2:73][NH2:74])=[CH:71][CH:70]=1, predict the reaction product. The product is: [Cl:68][C:69]1[CH:76]=[CH:75][C:72]([CH2:73][NH:74][C:22]([C:3]2[C:2](=[O:1])[N:11]([C:12]3[CH:17]=[CH:16][CH:15]=[C:14]([C:18]([F:19])([F:20])[F:21])[CH:13]=3)[C:10]3[C:5](=[CH:6][CH:7]=[CH:8][CH:9]=3)[N:4]=2)=[O:24])=[CH:71][CH:70]=1. (4) Given the reactants [C:1](/[N:3]=[C:4](\SC)/[NH:5][C:6]1[CH:11]=[C:10]([Cl:12])[C:9]([S:13]([N:16]2[CH2:21][CH2:20][O:19][CH2:18][CH2:17]2)(=[O:15])=[O:14])=[C:8]([Cl:22])[CH:7]=1)#[N:2].[NH2:25][NH2:26], predict the reaction product. The product is: [Cl:12][C:10]1[CH:11]=[C:6]([NH:5][C:4]2[N:3]=[C:1]([NH2:2])[NH:26][N:25]=2)[CH:7]=[C:8]([Cl:22])[C:9]=1[S:13]([N:16]1[CH2:21][CH2:20][O:19][CH2:18][CH2:17]1)(=[O:15])=[O:14]. (5) Given the reactants [CH3:1][S:2](Cl)(=[O:4])=[O:3].[CH2:6]([C:8]1[CH:13]=[C:12]([CH2:14][N:15]2C=CN=C2C)[CH:11]=[CH:10][C:9]=1[N:21]([CH3:32])[C:22]1[N:27]=[CH:26][C:25]2[N:28]=[CH:29][N:30]([CH3:31])[C:24]=2[CH:23]=1)[CH3:7].C(N(CC)CC)C, predict the reaction product. The product is: [CH2:6]([C:8]1[CH:13]=[C:12]([CH:11]=[CH:10][C:9]=1[N:21]([CH3:32])[C:22]1[N:27]=[CH:26][C:25]2[N:28]=[CH:29][N:30]([CH3:31])[C:24]=2[CH:23]=1)[CH2:14][NH:15][S:2]([CH3:1])(=[O:4])=[O:3])[CH3:7]. (6) Given the reactants [N:1]([C:4](=[CH:9][C:10]1[CH:15]=[CH:14][CH:13]=[C:12]([CH:16]2[O:20][CH2:19][CH2:18][O:17]2)[CH:11]=1)[C:5]([O:7][CH3:8])=[O:6])=[N+]=[N-], predict the reaction product. The product is: [O:17]1[CH2:18][CH2:19][O:20][CH:16]1[C:12]1[CH:11]=[C:10]2[C:15](=[CH:14][CH:13]=1)[NH:1][C:4]([C:5]([O:7][CH3:8])=[O:6])=[CH:9]2. (7) Given the reactants O1C=C(CN)N=C1.[S:8]1[CH:12]=[CH:11][N:10]=[C:9]1[CH2:13][NH2:14].[F:15][C:16]1[CH:37]=[CH:36][C:19]([CH2:20][N:21]2[CH2:25][CH2:24][N:23]([C:26]3[CH:27]=[C:28]([CH:32]=[CH:33][N:34]=3)[C:29](O)=[O:30])[C:22]2=[O:35])=[CH:18][CH:17]=1, predict the reaction product. The product is: [F:15][C:16]1[CH:17]=[CH:18][C:19]([CH2:20][N:21]2[CH2:25][CH2:24][N:23]([C:26]3[CH:27]=[C:28]([CH:32]=[CH:33][N:34]=3)[C:29]([NH:14][CH2:13][C:9]3[S:8][CH:12]=[CH:11][N:10]=3)=[O:30])[C:22]2=[O:35])=[CH:36][CH:37]=1.